This data is from Cav3 T-type calcium channel HTS with 100,875 compounds. The task is: Binary Classification. Given a drug SMILES string, predict its activity (active/inactive) in a high-throughput screening assay against a specified biological target. The result is 0 (inactive). The molecule is Clc1c(CSc2nc3CCCCc3c(SCC(O)=O)n2)cccc1.